From a dataset of Full USPTO retrosynthesis dataset with 1.9M reactions from patents (1976-2016). Predict the reactants needed to synthesize the given product. (1) Given the product [C:1]([O:5][C:6]([N:8]1[CH2:13][CH2:12][N:11]([C:14]([C:16]2[CH:21]=[C:20]([N:49]3[C:39]4[N:40]=[C:41]([N:43]5[CH2:44][CH2:45][O:46][CH2:47][CH2:48]5)[N:42]=[C:37]([C:34]5[CH:35]=[N:36][C:31]([N:30]([CH2:52][C:53]6[CH:58]=[CH:57][C:56]([O:59][CH3:60])=[CH:55][CH:54]=6)[CH2:29][C:28]6[CH:61]=[CH:62][C:25]([O:24][CH3:23])=[CH:26][CH:27]=6)=[N:32][CH:33]=5)[C:38]=4[CH2:51][CH2:50]3)[CH:19]=[CH:18][N:17]=2)=[O:15])[CH2:10][CH2:9]1)=[O:7])([CH3:4])([CH3:3])[CH3:2], predict the reactants needed to synthesize it. The reactants are: [C:1]([O:5][C:6]([N:8]1[CH2:13][CH2:12][N:11]([C:14]([C:16]2[CH:21]=[C:20](Cl)[CH:19]=[CH:18][N:17]=2)=[O:15])[CH2:10][CH2:9]1)=[O:7])([CH3:4])([CH3:3])[CH3:2].[CH3:23][O:24][C:25]1[CH:62]=[CH:61][C:28]([CH2:29][N:30]([CH2:52][C:53]2[CH:58]=[CH:57][C:56]([O:59][CH3:60])=[CH:55][CH:54]=2)[C:31]2[N:36]=[CH:35][C:34]([C:37]3[C:38]4[CH2:51][CH2:50][NH:49][C:39]=4[N:40]=[C:41]([N:43]4[CH2:48][CH2:47][O:46][CH2:45][CH2:44]4)[N:42]=3)=[CH:33][N:32]=2)=[CH:27][CH:26]=1. (2) Given the product [CH3:72][O:73][C:74](=[O:83])[C:75]1[CH:80]=[CH:79][CH:78]=[C:77]([CH2:81][N:12]2[C:11]3[CH:25]=[C:26]([F:30])[C:27]([F:29])=[CH:28][C:10]=3[N:9]=[C:8]2[C:5]2[CH:6]=[CH:7][C:2]([Cl:1])=[CH:3][C:4]=2[O:31][CH3:32])[CH:76]=1, predict the reactants needed to synthesize it. The reactants are: [Cl:1][C:2]1[CH:7]=[CH:6][C:5]([C:8]2[N:12](CC3C=CC(CCC(O)=O)=CC=3)[C:11]3[CH:25]=[C:26]([F:30])[C:27]([F:29])=[CH:28][C:10]=3[N:9]=2)=[C:4]([O:31][CH2:32]C2CCCC2)[CH:3]=1.ClC1C=CC(C2N(CC3CCCCC3)C3C=C(F)C(F)=CC=3N=2)=C(OCC2C=CC=CC=2Cl)C=1.[CH3:72][O:73][C:74](=[O:83])[C:75]1[CH:80]=[CH:79][CH:78]=[C:77]([CH2:81]Br)[CH:76]=1. (3) Given the product [Br:11][C:12]1[CH:17]=[CH:16][CH:15]=[C:14]([S:18][CH:5]2[CH2:2][CH2:1]2)[CH:13]=1, predict the reactants needed to synthesize it. The reactants are: [CH3:1][C:2]([CH3:5])([O-])C.[K+].C1(Br)CC1.[Br:11][C:12]1[CH:13]=[C:14]([SH:18])[CH:15]=[CH:16][CH:17]=1.O. (4) Given the product [CH3:1][C:2]([CH3:29])=[CH:3][CH2:4][C:5]1[C:10]([OH:11])=[C:9]2[C:12]([C:14]3[C:15]([O:27][C:8]2=[CH:7][C:6]=1[OH:28])=[CH:16][C:17]([OH:26])=[C:18]([O:25][CH3:30])[C:19]=3[CH2:20][CH:21]=[C:22]([CH3:23])[CH3:24])=[O:13], predict the reactants needed to synthesize it. The reactants are: [CH3:1][C:2]([CH3:29])=[CH:3][CH2:4][C:5]1[C:6]([OH:28])=[CH:7][C:8]2[O:27][C:15]3[CH:16]=[C:17]([OH:26])[C:18]([OH:25])=[C:19]([CH2:20][CH:21]=[C:22]([CH3:24])[CH3:23])[C:14]=3[C:12](=[O:13])[C:9]=2[C:10]=1[OH:11].[C-:30]#N.[Na+]. (5) Given the product [CH2:7]([N:14]1[CH2:18][CH:17]([CH3:19])[CH:16]([CH2:20][NH2:21])[CH2:15]1)[C:8]1[CH:13]=[CH:12][CH:11]=[CH:10][CH:9]=1, predict the reactants needed to synthesize it. The reactants are: [H-].[H-].[H-].[H-].[Li+].[Al+3].[CH2:7]([N:14]1[CH2:18][CH:17]([CH3:19])[CH:16]([C:20]#[N:21])[CH2:15]1)[C:8]1[CH:13]=[CH:12][CH:11]=[CH:10][CH:9]=1.CCOC(C)=O.O.